From a dataset of Full USPTO retrosynthesis dataset with 1.9M reactions from patents (1976-2016). Predict the reactants needed to synthesize the given product. (1) Given the product [C:15]1([CH:12]2[CH2:13][CH2:14][N:9]([C:7]3[C:6]([C:21]#[N:22])=[C:5]([O:23][CH2:24][C:25]([F:28])([F:27])[F:26])[N:4]=[C:3]([NH:77][CH2:76][C:72]4[CH:71]=[N:70][CH:75]=[CH:74][CH:73]=4)[N:8]=3)[CH2:10][CH2:11]2)[CH:20]=[CH:19][CH:18]=[CH:17][CH:16]=1, predict the reactants needed to synthesize it. The reactants are: CS[C:3]1[N:8]=[C:7]([N:9]2[CH2:14][CH2:13][CH:12]([C:15]3[CH:20]=[CH:19][CH:18]=[CH:17][CH:16]=3)[CH2:11][CH2:10]2)[C:6]([C:21]#[N:22])=[C:5]([O:23][CH2:24][C:25]([F:28])([F:27])[F:26])[N:4]=1.ClC1C=CC=C(C(OO)=O)C=1.CS(C1N=C(N2CCC(C3C=CC=CC=3)CC2)C(C#N)=C(OCC(F)(F)F)N=1)(=O)=O.[N:70]1[CH:75]=[CH:74][CH:73]=[C:72]([CH2:76][NH2:77])[CH:71]=1. (2) The reactants are: [CH3:1][O:2][C:3](=[O:32])[CH2:4][C:5]1[C:14]([CH3:15])=[C:13]([CH2:16][C:17]2[CH:22]=[CH:21][C:20]([O:23]CC3C=CC=CC=3)=[CH:19][CH:18]=2)[C:12]2[C:7](=[CH:8][CH:9]=[C:10]([F:31])[CH:11]=2)[CH:6]=1. Given the product [CH3:1][O:2][C:3](=[O:32])[CH2:4][C:5]1[C:14]([CH3:15])=[C:13]([CH2:16][C:17]2[CH:18]=[CH:19][C:20]([OH:23])=[CH:21][CH:22]=2)[C:12]2[C:7](=[CH:8][CH:9]=[C:10]([F:31])[CH:11]=2)[CH:6]=1, predict the reactants needed to synthesize it. (3) Given the product [CH2:1]([N:12]1[CH:11]=[C:10]([I:9])[C:19]2[C:14](=[CH:15][CH:16]=[N:17][CH:18]=2)[C:13]1=[O:20])[C:2]1[CH:7]=[CH:6][CH:5]=[CH:4][CH:3]=1, predict the reactants needed to synthesize it. The reactants are: [CH2:1](Br)[C:2]1[CH:7]=[CH:6][CH:5]=[CH:4][CH:3]=1.[I:9][C:10]1[C:19]2[C:14](=[CH:15][CH:16]=[N:17][CH:18]=2)[C:13](=[O:20])[NH:12][CH:11]=1.C([O-])([O-])=O.[Cs+].[Cs+]. (4) Given the product [O:2]=[C:3]1[CH2:8][CH2:7][N:6]([C:14]([O:16][C:17]([CH3:20])([CH3:19])[CH3:18])=[O:15])[CH2:5][CH:4]1[C:9]([O:11][CH2:12][CH3:13])=[O:10], predict the reactants needed to synthesize it. The reactants are: Cl.[O:2]=[C:3]1[CH2:8][CH2:7][NH:6][CH2:5][CH:4]1[C:9]([O:11][CH2:12][CH3:13])=[O:10].[C:14](O[C:14]([O:16][C:17]([CH3:20])([CH3:19])[CH3:18])=[O:15])([O:16][C:17]([CH3:20])([CH3:19])[CH3:18])=[O:15].[OH-].[Na+].Cl. (5) Given the product [NH2:5]/[C:3](=[N:2]\[O:1][C:18](=[O:19])[CH2:14][C:15]([O:16][CH2:10][CH3:11])=[O:22])/[CH3:4], predict the reactants needed to synthesize it. The reactants are: [OH:1][NH:2][C:3](=[NH:5])[CH3:4].N1[CH:11]=[CH:10]C=CC=1.C([CH:14]([C:18](Cl)=[O:19])[C:15](Cl)=[O:16])C.C[O:22]CCOC. (6) Given the product [Br:1][C:2]1[CH:7]=[CH:6][C:5]([C:8]([CH3:12])([CH3:9])[C:20]#[N:18])=[C:4]([CH3:11])[CH:3]=1, predict the reactants needed to synthesize it. The reactants are: [Br:1][C:2]1[CH:7]=[CH:6][C:5]([CH2:8][C:9]#N)=[C:4]([CH3:11])[CH:3]=1.[CH3:12]I.[H-].[Na+].O.C[N:18]([CH:20]=O)C. (7) Given the product [CH2:1]([O:8][C:9]1[C:14](=[O:15])[N:13]2[CH2:16][CH2:17][N:18]([CH2:40][C:41]([O:43][C:44]([CH3:47])([CH3:46])[CH3:45])=[O:42])[C:19]([CH3:21])([CH3:20])[C:12]2=[N:11][C:10]=1[C:22]([NH:24][CH2:25][C:26]1[CH:27]=[CH:28][C:29]([F:32])=[CH:30][CH:31]=1)=[O:23])[C:2]1[CH:7]=[CH:6][CH:5]=[CH:4][CH:3]=1, predict the reactants needed to synthesize it. The reactants are: [CH2:1]([O:8][C:9]1[C:14](=[O:15])[N:13]2[CH2:16][CH2:17][NH:18][C:19]([CH3:21])([CH3:20])[C:12]2=[N:11][C:10]=1[C:22]([NH:24][CH2:25][C:26]1[CH:31]=[CH:30][C:29]([F:32])=[CH:28][CH:27]=1)=[O:23])[C:2]1[CH:7]=[CH:6][CH:5]=[CH:4][CH:3]=1.C([O-])([O-])=O.[K+].[K+].Br[CH2:40][C:41]([O:43][C:44]([CH3:47])([CH3:46])[CH3:45])=[O:42]. (8) Given the product [Cl:1][C:2]1[O:6][C:5]([C:7]2[CH:31]=[CH:30][C:10]3[C:11]4[CH:17]=[C:16]([S:18]([NH:21][C@H:22]([CH:27]([CH3:28])[CH3:29])[C:23]([OH:25])=[O:24])(=[O:19])=[O:20])[CH:15]=[CH:14][C:12]=4[S:13][C:9]=3[CH:8]=2)=[CH:4][CH:3]=1, predict the reactants needed to synthesize it. The reactants are: [Cl:1][C:2]1[O:6][C:5]([C:7]2[CH:31]=[CH:30][C:10]3[C:11]4[CH:17]=[C:16]([S:18]([NH:21][C@H:22]([CH:27]([CH3:29])[CH3:28])[C:23]([O:25]C)=[O:24])(=[O:20])=[O:19])[CH:15]=[CH:14][C:12]=4[S:13][C:9]=3[CH:8]=2)=[CH:4][CH:3]=1.[Li+].[OH-].O. (9) Given the product [CH3:30][C:27]1[CH:28]=[CH:29][C:24]2[N:25]([C:21]([CH2:20][C:16]3[CH:17]=[C:18]4[C:13](=[CH:14][CH:15]=3)[N:12]=[CH:11][C:10]([C:8]3[CH:7]=[N:6][N:5]([CH:3]5[CH2:4][N:1]([C:38](=[O:40])[CH3:39])[CH2:2]5)[CH:9]=3)=[CH:19]4)=[N:22][N:23]=2)[N:26]=1, predict the reactants needed to synthesize it. The reactants are: [NH:1]1[CH2:4][CH:3]([N:5]2[CH:9]=[C:8]([C:10]3[CH:11]=[N:12][C:13]4[C:18]([CH:19]=3)=[CH:17][C:16]([CH2:20][C:21]3[N:25]5[N:26]=[C:27]([CH3:30])[CH:28]=[CH:29][C:24]5=[N:23][N:22]=3)=[CH:15][CH:14]=4)[CH:7]=[N:6]2)[CH2:2]1.C(N(CC)CC)C.[C:38](Cl)(=[O:40])[CH3:39]. (10) Given the product [CH2:22]([S:24]([CH2:27][CH2:28][N:29]([C@@H:30]([C:32]1[N:33]([C:43]2[CH:44]=[CH:45][C:46]([O:49][CH2:50][C:51]([F:52])([F:53])[F:54])=[CH:47][CH:48]=2)[C:34](=[O:42])[C:35]2[CH:41]=[CH:40][CH:39]=[N:38][C:36]=2[N:37]=1)[CH3:31])[C:9](=[O:11])[CH2:8][C:5]1[CH:6]=[CH:7][C:2]([F:1])=[C:3]([C:12]([F:15])([F:14])[F:13])[CH:4]=1)(=[O:26])=[O:25])[CH3:23], predict the reactants needed to synthesize it. The reactants are: [F:1][C:2]1[CH:7]=[CH:6][C:5]([CH2:8][C:9]([OH:11])=O)=[CH:4][C:3]=1[C:12]([F:15])([F:14])[F:13].C(Cl)(=O)C(Cl)=O.[CH2:22]([S:24]([CH2:27][CH2:28][NH:29][C@@H:30]([C:32]1[N:33]([C:43]2[CH:48]=[CH:47][C:46]([O:49][CH2:50][C:51]([F:54])([F:53])[F:52])=[CH:45][CH:44]=2)[C:34](=[O:42])[C:35]2[CH:41]=[CH:40][CH:39]=[N:38][C:36]=2[N:37]=1)[CH3:31])(=[O:26])=[O:25])[CH3:23].C(N(CC)CC)C.C(=O)(O)[O-].[Na+].